From a dataset of Full USPTO retrosynthesis dataset with 1.9M reactions from patents (1976-2016). Predict the reactants needed to synthesize the given product. (1) Given the product [F:1][C:2]1[C:7]([N+:19]([O-:21])=[O:20])=[CH:6][C:5]([N:8]2[C:12](=[O:13])[N:11]([CH3:14])[N:10]=[N:9]2)=[C:4]([OH:15])[CH:3]=1, predict the reactants needed to synthesize it. The reactants are: [F:1][C:2]1[CH:7]=[CH:6][C:5]([N:8]2[C:12](=[O:13])[N:11]([CH3:14])[N:10]=[N:9]2)=[C:4]([O:15]C(C)C)[CH:3]=1.[N+:19]([O-])([OH:21])=[O:20]. (2) Given the product [Cl:12][C:13]1[CH:18]=[CH:17][C:16]([C:2]2[CH2:7][CH2:6][C:5]([CH3:9])([CH3:8])[CH2:4][C:3]=2[CH:10]=[O:11])=[CH:15][CH:14]=1, predict the reactants needed to synthesize it. The reactants are: Cl[C:2]1[CH2:7][CH2:6][C:5]([CH3:9])([CH3:8])[CH2:4][C:3]=1[CH:10]=[O:11].[Cl:12][C:13]1[CH:18]=[CH:17][C:16](B(O)O)=[CH:15][CH:14]=1. (3) Given the product [CH2:21]([C:10]1[C:9]([C:23]#[N:24])=[C:8]([C:6]2[O:2][CH:3]=[CH:4][C:5]=2[CH3:25])[N:12]([C:13]2[CH:14]=[CH:15][C:16]([O:19][CH3:20])=[CH:17][CH:18]=2)[N:11]=1)[CH3:22], predict the reactants needed to synthesize it. The reactants are: C[O:2][CH:3](OC)[CH2:4][CH:5]([CH3:25])[C:6]([C:8]1[N:12]([C:13]2[CH:18]=[CH:17][C:16]([O:19][CH3:20])=[CH:15][CH:14]=2)[N:11]=[C:10]([CH2:21][CH3:22])[C:9]=1[C:23]#[N:24])=O.CN.Cl.O. (4) Given the product [F:12][C:13]1[CH:18]=[CH:17][C:16]([O:19][C:2]2[CH:9]=[CH:8][C:7]([CH:10]=[O:11])=[CH:6][C:3]=2[C:4]#[N:5])=[CH:15][CH:14]=1, predict the reactants needed to synthesize it. The reactants are: F[C:2]1[CH:9]=[CH:8][C:7]([CH:10]=[O:11])=[CH:6][C:3]=1[C:4]#[N:5].[F:12][C:13]1[CH:18]=[CH:17][C:16]([OH:19])=[CH:15][CH:14]=1. (5) Given the product [Cl:17][C:18]1[CH:23]=[C:22]([CH2:24][NH:25][C:14]([C@@H:9]2[CH2:10][C@@H:11]([F:13])[CH2:12][N:8]2[C:6]([O:5][C:1]([CH3:2])([CH3:3])[CH3:4])=[O:7])=[O:16])[CH:21]=[C:20]([Cl:26])[N:19]=1, predict the reactants needed to synthesize it. The reactants are: [C:1]([O:5][C:6]([N:8]1[CH2:12][C@H:11]([F:13])[CH2:10][C@H:9]1[C:14]([OH:16])=O)=[O:7])([CH3:4])([CH3:3])[CH3:2].[Cl:17][C:18]1[CH:23]=[C:22]([CH2:24][NH2:25])[CH:21]=[C:20]([Cl:26])[N:19]=1.C(N(CC)C(C)C)(C)C.CN(C(ON1N=NC2C=CC=NC1=2)=[N+](C)C)C.F[P-](F)(F)(F)(F)F. (6) Given the product [Br:1][C:2]1[CH:7]=[C:6]([F:8])[CH:5]=[CH:4][C:3]=1[C@@H:9]1[N:10]=[C:11]([C:22]2[S:23][CH:24]=[CH:25][N:26]=2)[NH:12][C:13]([CH2:20][N:38]2[CH2:39][C:35]([F:43])([F:34])[CH2:36][C@H:37]2[C:40]([OH:42])=[O:41])=[C:14]1[C:15]([O:17][CH2:18][CH3:19])=[O:16], predict the reactants needed to synthesize it. The reactants are: [Br:1][C:2]1[CH:7]=[C:6]([F:8])[CH:5]=[CH:4][C:3]=1[C@H:9]1[C:14]([C:15]([O:17][CH2:18][CH3:19])=[O:16])=[C:13]([CH2:20]Br)[NH:12][C:11]([C:22]2[S:23][CH:24]=[CH:25][N:26]=2)=[N:10]1.FC(F)(F)C(O)=O.[F:34][C:35]1([F:43])[CH2:39][NH:38][C@H:37]([C:40]([OH:42])=[O:41])[CH2:36]1.C(=O)([O-])[O-].[K+].[K+]. (7) Given the product [CH:1]([O:4][C:5]1[C:17]([O:18][CH3:19])=[CH:16][CH:15]=[C:14]2[C:6]=1[NH:7][C:8]([CH3:9])=[C:20]2[C:21](=[O:37])[C:22]1[CH:26]=[C:25]([O:24][CH3:23])[C:30]([O:31][CH3:32])=[C:29]([O:33][CH3:34])[CH:28]=1)([CH3:3])[CH3:2], predict the reactants needed to synthesize it. The reactants are: [CH:1]([O:4][C:5]1[C:17]([O:18][CH3:19])=[CH:16][CH:15]=[C:14]([C:20]#[C:21][CH3:22])[C:6]=1[NH:7][C:8](=O)[C:9](F)(F)F)([CH3:3])[CH3:2].[CH3:23][O:24][C:25]1[CH:26]=C(I)[CH:28]=[C:29]([O:33][CH3:34])[C:30]=1[O:31][CH3:32].C([O-])([O-])=[O:37].[K+].[K+]. (8) Given the product [OH:4][C:5]1[NH:9][CH:8]=[N:7][C:6]=1[C:10]([NH2:12])=[O:11], predict the reactants needed to synthesize it. The reactants are: O.O.Cl.[OH:4][C:5]1[NH:9][CH:8]=[N:7][C:6]=1[C:10]([NH2:12])=[O:11].Cl.C([O-])=O.[Na+]. (9) Given the product [CH3:9][O:8][C:7]1[CH:6]=[CH:5][C:4]([NH:10][C:11]2[S:12][CH:13]=[C:14]([C:16]([O:18][CH2:19][CH3:20])=[O:17])[N:15]=2)=[CH:3][C:2]=1[O:1][CH2:28][CH:29]=[C:30]([CH3:32])[CH3:31], predict the reactants needed to synthesize it. The reactants are: [OH:1][C:2]1[CH:3]=[C:4]([NH:10][C:11]2[S:12][CH:13]=[C:14]([C:16]([O:18][CH2:19][CH3:20])=[O:17])[N:15]=2)[CH:5]=[CH:6][C:7]=1[O:8][CH3:9].C([O-])([O-])=O.[K+].[K+].Br[CH2:28][CH:29]=[C:30]([CH3:32])[CH3:31].